This data is from Reaction yield outcomes from USPTO patents with 853,638 reactions. The task is: Predict the reaction yield, written as a fraction of the theoretical maximum amount of product (1.0 means a 100% yield; for example, 0.34 means a 34% yield). (1) The yield is 0.920. The product is [C:18]([C:11]1[C:12](=[O:17])[C:13]([O:15][CH3:16])=[CH:14][N:9]([C:3]2[CH:4]=[C:5]([I:8])[CH:6]=[CH:7][C:2]=2[F:1])[N:10]=1)(=[O:19])[CH3:24]. The catalyst is C1COCC1. The reactants are [F:1][C:2]1[CH:7]=[CH:6][C:5]([I:8])=[CH:4][C:3]=1[N:9]1[CH:14]=[C:13]([O:15][CH3:16])[C:12](=[O:17])[C:11]([C:18](N(OC)C)=[O:19])=[N:10]1.[CH3:24][Mg+].[Br-]. (2) The reactants are [CH3:1][C:2]1[C:7]([N+:8]([O-])=O)=[CH:6][CH:5]=[C:4]([NH2:11])[N:3]=1.Br[CH2:13][CH:14](OC)OC. The catalyst is CCO.C(Cl)Cl.[Fe]. The product is [CH3:1][C:2]1[N:3]2[CH:13]=[CH:14][N:11]=[C:4]2[CH:5]=[CH:6][C:7]=1[NH2:8]. The yield is 0.850. (3) The reactants are C([O:8][C:9]1[CH:10]=[C:11]2[C:16](=[CH:17][C:18]=1[O:19][CH3:20])[N:15]=[CH:14][N:13]=[C:12]2[O:21][C:22]1[CH:23]=[C:24]([CH:26]=[CH:27][CH:28]=1)[NH2:25])C1C=CC=CC=1. The catalyst is C(O)C.C1COCC1.[Pd]. The product is [NH2:25][C:24]1[CH:23]=[C:22]([CH:28]=[CH:27][CH:26]=1)[O:21][C:12]1[C:11]2[C:16](=[CH:17][C:18]([O:19][CH3:20])=[C:9]([OH:8])[CH:10]=2)[N:15]=[CH:14][N:13]=1. The yield is 0.743. (4) The reactants are OC(C(F)(F)F)=O.[CH3:8][C:9]([CH3:36])([CH3:35])[C:10]#[C:11][C:12]1[S:16][C:15]([C:17]([OH:19])=[O:18])=[C:14]([N:20]([C@@H:30]([CH3:34])[CH2:31][CH2:32][OH:33])[C:21]([C@H:23]2[CH2:28][CH2:27][C@H:26]([CH3:29])[CH2:25][CH2:24]2)=[O:22])[CH:13]=1.Cl[C:38]1[CH:39]=[N:40][CH:41]=[N:42][CH:43]=1.C(O[K])(C)(C)C. The catalyst is CS(C)=O. The product is [CH3:36][C:9]([CH3:35])([CH3:8])[C:10]#[C:11][C:12]1[S:16][C:15]([C:17]([OH:19])=[O:18])=[C:14]([N:20]([C:21]([C@H:23]2[CH2:28][CH2:27][C@H:26]([CH3:29])[CH2:25][CH2:24]2)=[O:22])[C@@H:30]([CH3:34])[CH2:31][CH2:32][O:33][C:38]2[CH:39]=[N:40][CH:41]=[N:42][CH:43]=2)[CH:13]=1. The yield is 0.0270. (5) The reactants are [F:1][C:2]1[CH:7]=[CH:6][C:5]([F:8])=[CH:4][C:3]=1[C:9](=O)[CH3:10].[NH2:12][C:13]([NH2:15])=[S:14]. No catalyst specified. The product is [NH2:15][C:13]1[S:14][CH:10]=[C:9]([C:3]2[CH:4]=[C:5]([F:8])[CH:6]=[CH:7][C:2]=2[F:1])[N:12]=1. The yield is 0.778. (6) The reactants are [CH3:1][N:2]1[C:6]([N:7]2[C:11]3=[N:12][CH:13]=[C:14]([CH3:16])[CH:15]=[C:10]3[CH:9]=[CH:8]2)=[C:5](/[CH:17]=[CH:18]/[C:19]([O:21]CC)=[O:20])[C:4]([CH3:24])=[N:3]1.O1CCCC1.[OH-].[Na+]. The yield is 0.790. The product is [CH3:1][N:2]1[C:6]([N:7]2[C:11]3=[N:12][CH:13]=[C:14]([CH3:16])[CH:15]=[C:10]3[CH:9]=[CH:8]2)=[C:5](/[CH:17]=[CH:18]/[C:19]([OH:21])=[O:20])[C:4]([CH3:24])=[N:3]1. The catalyst is C(O)C. (7) The reactants are [Cl:1][C:2]1[N:3]([CH2:26][C:27](O)=[O:28])[C:4]2[C:9]([C:10]=1[S:11][C:12]1[CH:17]=[CH:16][CH:15]=[C:14]([C:18]([O:20][CH2:21][CH3:22])=[O:19])[C:13]=1[F:23])=[CH:8][CH:7]=[C:6]([Cl:24])[C:5]=2[F:25].CN(C(ON1N=NC2C=CC=NC1=2)=[N+](C)C)C.F[P-](F)(F)(F)(F)F.[NH:54]1[C:62]2[C:57](=[CH:58][CH:59]=[CH:60][CH:61]=2)[C:56]2([CH2:65][CH2:64][CH2:63]2)[CH2:55]1.CCN(C(C)C)C(C)C. The catalyst is C(Cl)Cl. The product is [Cl:1][C:2]1[N:3]([CH2:26][C:27](=[O:28])[N:54]2[C:62]3[C:57](=[CH:58][CH:59]=[CH:60][CH:61]=3)[C:56]3([CH2:65][CH2:64][CH2:63]3)[CH2:55]2)[C:4]2[C:9]([C:10]=1[S:11][C:12]1[C:13]([F:23])=[C:14]([CH:15]=[CH:16][CH:17]=1)[C:18]([O:20][CH2:21][CH3:22])=[O:19])=[CH:8][CH:7]=[C:6]([Cl:24])[C:5]=2[F:25]. The yield is 0.840.